Dataset: Peptide-MHC class II binding affinity with 134,281 pairs from IEDB. Task: Regression. Given a peptide amino acid sequence and an MHC pseudo amino acid sequence, predict their binding affinity value. This is MHC class II binding data. (1) The peptide sequence is QAMASTEGNVTGMFA. The MHC is HLA-DPA10301-DPB10402 with pseudo-sequence HLA-DPA10301-DPB10402. The binding affinity (normalized) is 0. (2) The peptide sequence is MNVSIPHSFTMTLK. The MHC is DRB1_0101 with pseudo-sequence DRB1_0101. The binding affinity (normalized) is 0.0971. (3) The peptide sequence is PAADKFKTFEAAFTS. The MHC is DRB1_0401 with pseudo-sequence DRB1_0401. The binding affinity (normalized) is 0.436. (4) The peptide sequence is KQAYAATVATAPEVK. The MHC is HLA-DPA10103-DPB10301 with pseudo-sequence HLA-DPA10103-DPB10301. The binding affinity (normalized) is 0.379.